This data is from Forward reaction prediction with 1.9M reactions from USPTO patents (1976-2016). The task is: Predict the product of the given reaction. (1) The product is: [Br:1][C:2]1[CH:7]=[CH:6][C:5]([C:8]2[NH:12][C:11]([C@@H:13]3[CH2:17][CH2:16][CH2:15][N:14]3[C:18](=[O:27])[C@@H:19]([NH:23][C:24]3[S:25][CH:29]=[CH:30][N:26]=3)[CH:20]([CH3:21])[CH3:22])=[N:10][CH:9]=2)=[CH:4][CH:3]=1. Given the reactants [Br:1][C:2]1[CH:7]=[CH:6][C:5]([C:8]2[NH:12][C:11]([C@@H:13]3[CH2:17][CH2:16][CH2:15][N:14]3[C:18](=[O:27])[C@@H:19]([NH:23][C:24]([NH2:26])=[S:25])[CH:20]([CH3:22])[CH3:21])=[N:10][CH:9]=2)=[CH:4][CH:3]=1.Cl[CH2:29][CH:30]=O, predict the reaction product. (2) Given the reactants I[C:2]1[CH:7]=[C:6]([O:8][CH3:9])[CH:5]=[CH:4][C:3]=1[N+:10]([O-])=O.[C:13]1([NH:19][CH:20]=O)[CH:18]=[CH:17][CH:16]=[CH:15][CH:14]=1, predict the reaction product. The product is: [CH3:9][O:8][C:6]1[CH:5]=[CH:4][C:3]2[N:10]=[CH:20][N:19]([C:13]3[CH:18]=[CH:17][CH:16]=[CH:15][CH:14]=3)[C:2]=2[CH:7]=1. (3) Given the reactants [F:1][C:2]1([F:22])[CH2:7][CH2:6][CH:5]([CH2:8][NH:9][C:10]([C:12]2[C:20]3[C:15](=[CH:16][CH:17]=[CH:18][C:19]=3[Cl:21])[NH:14][CH:13]=2)=[O:11])[CH2:4][CH2:3]1.C(OC([N:30]1[CH2:35][CH2:34][CH2:33][CH:32]([CH2:36]O)[CH2:31]1)=O)(C)(C)C.C(P(=CC#N)(CCCC)CCCC)CCC, predict the reaction product. The product is: [Cl:21][C:19]1[CH:18]=[CH:17][CH:16]=[C:15]2[C:20]=1[C:12]([C:10]([NH:9][CH2:8][CH:5]1[CH2:6][CH2:7][C:2]([F:1])([F:22])[CH2:3][CH2:4]1)=[O:11])=[CH:13][N:14]2[CH2:36][CH:32]1[CH2:33][CH2:34][CH2:35][NH:30][CH2:31]1. (4) Given the reactants [NH2:1][CH2:2][CH:3]([OH:5])[CH3:4].Cl[C:7](=[O:13])[C:8]([O:10][CH2:11][CH3:12])=[O:9], predict the reaction product. The product is: [OH:5][CH:3]([CH3:4])[CH2:2][NH:1][C:7](=[O:13])[C:8]([O:10][CH2:11][CH3:12])=[O:9]. (5) Given the reactants [CH2:1]([N:3]1[C:7]2=[N:8][C:9]([CH2:48][CH3:49])=[C:10]([CH2:19][NH:20][C:21]([C:23]3[CH:28]=[C:27]([CH3:29])[CH:26]=[C:25]([C:30]([NH:32][CH2:33][C:34]4[CH:35]=[C:36]([C:40]5[CH:45]=[CH:44][CH:43]=[C:42]([CH:46]=O)[CH:41]=5)[CH:37]=[CH:38][CH:39]=4)=[O:31])[CH:24]=3)=[O:22])[C:11]([NH:12][CH:13]3[CH2:18][CH2:17][O:16][CH2:15][CH2:14]3)=[C:6]2[CH:5]=[N:4]1)[CH3:2].[CH3:50][C@H:51]1[CH2:56][NH:55][CH2:54][CH2:53][N:52]1C(OC(C)(C)C)=O.C(O)(=O)C.C(O[BH-](OC(=O)C)OC(=O)C)(=O)C, predict the reaction product. The product is: [CH2:1]([N:3]1[C:7]2=[N:8][C:9]([CH2:48][CH3:49])=[C:10]([CH2:19][NH:20][C:21]([C:23]3[CH:28]=[C:27]([CH3:29])[CH:26]=[C:25]([C:30]([NH:32][CH2:33][C:34]4[CH:35]=[C:36]([C:40]5[CH:45]=[CH:44][CH:43]=[C:42]([CH2:46][N:55]6[CH2:54][CH2:53][NH:52][C@@H:51]([CH3:50])[CH2:56]6)[CH:41]=5)[CH:37]=[CH:38][CH:39]=4)=[O:31])[CH:24]=3)=[O:22])[C:11]([NH:12][CH:13]3[CH2:14][CH2:15][O:16][CH2:17][CH2:18]3)=[C:6]2[CH:5]=[N:4]1)[CH3:2].